This data is from Forward reaction prediction with 1.9M reactions from USPTO patents (1976-2016). The task is: Predict the product of the given reaction. (1) Given the reactants [CH3:1][N:2]([CH3:14])[C:3]1[CH:8]=[CH:7][C:6]([C:9](=[O:13])[CH2:10][CH:11]=O)=[CH:5][CH:4]=1.Cl.[NH:16]1[C:20]([NH:21][NH2:22])=[N:19][N:18]=[N:17]1, predict the reaction product. The product is: [NH:16]1[C:20]([NH:21]/[N:22]=[CH:11]/[CH2:10][C:9]([C:6]2[CH:7]=[CH:8][C:3]([N:2]([CH3:14])[CH3:1])=[CH:4][CH:5]=2)=[O:13])=[N:19][N:18]=[N:17]1. (2) Given the reactants Cl[C:2]1[CH:7]=[C:6]([C:8]2[CH:9]=[N:10][CH:11]=[CH:12][CH:13]=2)[CH:5]=[C:4]([Cl:14])[N:3]=1.Cl.[F:16][C:17]1([F:22])[CH2:21][CH2:20][NH:19][CH2:18]1.CN1C(=O)CCC1.CCN(C(C)C)C(C)C, predict the reaction product. The product is: [Cl:14][C:4]1[CH:5]=[C:6]([C:8]2[CH:9]=[N:10][CH:11]=[CH:12][CH:13]=2)[CH:7]=[C:2]([N:19]2[CH2:20][CH2:21][C:17]([F:22])([F:16])[CH2:18]2)[N:3]=1. (3) Given the reactants [OH:1][CH:2]1[CH2:7][CH2:6][CH2:5][NH:4][CH2:3]1.[CH:8](=O)[C:9]1[CH:14]=[CH:13][CH:12]=[CH:11][CH:10]=1.C(O[BH-](OC(=O)C)OC(=O)C)(=O)C.[Na+].C(=O)(O)[O-].[Na+], predict the reaction product. The product is: [CH2:8]([N:4]1[CH2:5][CH2:6][CH2:7][CH:2]([OH:1])[CH2:3]1)[C:9]1[CH:14]=[CH:13][CH:12]=[CH:11][CH:10]=1. (4) Given the reactants [Li].C1(S([C:11]2([S:15]([C:18]3[CH:23]=[CH:22][CH:21]=[CH:20][CH:19]=3)(=[O:17])=[O:16])[CH2:14][CH2:13][CH2:12]2)(=O)=O)C=CC=CC=1.[Br:24][CH2:25][CH2:26][CH2:27]Br, predict the reaction product. The product is: [Br:24][CH2:25][CH2:26][CH2:27][C:11]1([S:15]([C:18]2[CH:19]=[CH:20][CH:21]=[CH:22][CH:23]=2)(=[O:16])=[O:17])[CH2:12][CH2:13][CH2:14]1. (5) Given the reactants [CH3:1][O:2][C:3]1[CH:4]=[C:5]([NH:11][C:12]2[C:13]3[N:29]=[CH:28][S:27][C:14]=3[N:15]=[C:16]([C:18]3[CH:19]=[C:20]([CH:24]=[CH:25][CH:26]=3)[C:21]([OH:23])=O)[N:17]=2)[CH:6]=[CH:7][C:8]=1[O:9][CH3:10].[NH:30]1[C:38]2[C:33](=[CH:34][CH:35]=[C:36]([NH2:39])[CH:37]=2)[CH:32]=[N:31]1.CCN=C=NCCCN(C)C.CN1C=CN=C1, predict the reaction product. The product is: [CH3:1][O:2][C:3]1[CH:4]=[C:5]([NH:11][C:12]2[C:13]3[N:29]=[CH:28][S:27][C:14]=3[N:15]=[C:16]([C:18]3[CH:19]=[C:20]([CH:24]=[CH:25][CH:26]=3)[C:21]([NH:39][C:36]3[CH:37]=[C:38]4[C:33]([CH:32]=[N:31][NH:30]4)=[CH:34][CH:35]=3)=[O:23])[N:17]=2)[CH:6]=[CH:7][C:8]=1[O:9][CH3:10]. (6) Given the reactants Br[C:2]1[CH:3]=[C:4]([O:9][C:10]2[C:11]([F:29])=[C:12]([CH2:17][NH:18][C:19]([C:21]3[NH:25][C:24]([CH2:26][CH3:27])=[N:23][C:22]=3[Cl:28])=[O:20])[CH:13]=[CH:14][C:15]=2[Cl:16])[CH:5]=[C:6]([Cl:8])[CH:7]=1.[CH:30]([B-](F)(F)F)=[CH2:31].[K+].C(N(CC)CC)C.O, predict the reaction product. The product is: [Cl:28][C:22]1[N:23]=[C:24]([CH2:26][CH3:27])[NH:25][C:21]=1[C:19]([NH:18][CH2:17][C:12]1[CH:13]=[CH:14][C:15]([Cl:16])=[C:10]([O:9][C:4]2[CH:3]=[C:2]([CH:30]=[CH2:31])[CH:7]=[C:6]([Cl:8])[CH:5]=2)[C:11]=1[F:29])=[O:20]. (7) Given the reactants [C:1]([O:5][C:6]([NH:8][C:9](=[N:12][C:13]([O:15][C:16]([CH3:19])([CH3:18])[CH3:17])=[O:14])SC)=[O:7])([CH3:4])([CH3:3])[CH3:2].[NH2:20][C:21]1[CH:26]=[C:25]([CH3:27])[C:24]([C:28]2[CH:33]=[CH:32][CH:31]=[C:30]([S:34]([C:37]3[CH:41]=[C:40]([C:42]([NH:44][C:45]([O:47][C:48]([CH3:51])([CH3:50])[CH3:49])=[O:46])=[NH:43])[S:39][C:38]=3[S:52][CH3:53])(=[O:36])=[O:35])[CH:29]=2)=[C:23]([NH:54][C:55](=[O:72])[NH:56][CH2:57][CH2:58][CH2:59][CH2:60][CH2:61][O:62][C:63]2[CH:71]=[CH:70][C:66]([C:67]([OH:69])=[O:68])=[CH:65][CH:64]=2)[CH:22]=1, predict the reaction product. The product is: [C:48]([O:47][C:45]([NH:44][C:42](=[NH:43])[C:40]1[S:39][C:38]([S:52][CH3:53])=[C:37]([S:34]([C:30]2[CH:29]=[C:28]([C:24]3[C:25]([CH3:27])=[CH:26][C:21]([NH:20][C:9]([NH:8][C:6]([O:5][C:1]([CH3:2])([CH3:3])[CH3:4])=[O:7])=[N:12][C:13]([O:15][C:16]([CH3:17])([CH3:18])[CH3:19])=[O:14])=[CH:22][C:23]=3[NH:54][C:55](=[O:72])[NH:56][CH2:57][CH2:58][CH2:59][CH2:60][CH2:61][O:62][C:63]3[CH:64]=[CH:65][C:66]([C:67]([OH:69])=[O:68])=[CH:70][CH:71]=3)[CH:33]=[CH:32][CH:31]=2)(=[O:35])=[O:36])[CH:41]=1)=[O:46])([CH3:51])([CH3:49])[CH3:50]. (8) Given the reactants [Cl:1][C:2]1[CH:7]=[CH:6][CH:5]=[CH:4][C:3]=1[C:8]1[O:12][N:11]=[CH:10][C:9]=1[C:13]([OH:15])=O.[CH2:16]([CH:18]1[CH2:23][NH:22][CH:21]([CH3:24])[CH2:20][CH2:19]1)[CH3:17], predict the reaction product. The product is: [Cl:1][C:2]1[CH:7]=[CH:6][CH:5]=[CH:4][C:3]=1[C:8]1[O:12][N:11]=[CH:10][C:9]=1[C:13]([N:22]1[CH2:23][CH:18]([CH2:16][CH3:17])[CH2:19][CH2:20][CH:21]1[CH3:24])=[O:15].